Dataset: Full USPTO retrosynthesis dataset with 1.9M reactions from patents (1976-2016). Task: Predict the reactants needed to synthesize the given product. (1) Given the product [C:1]([C:3]1[CH:4]=[CH:5][C:6]([O:13][CH2:15][CH2:16][O:17][CH3:18])=[C:7]([CH:12]=1)[C:8]([O:10][CH3:11])=[O:9])#[N:2], predict the reactants needed to synthesize it. The reactants are: [C:1]([C:3]1[CH:4]=[CH:5][C:6]([OH:13])=[C:7]([CH:12]=1)[C:8]([O:10][CH3:11])=[O:9])#[N:2].Br[CH2:15][CH2:16][O:17][CH3:18].C([O-])([O-])=O.[K+].[K+]. (2) Given the product [CH2:1]([O:3][C:4]([C:6]1[CH:7]([C:24]([OH:32])([CH3:26])[CH3:25])[C:8]2[C:13]([C:14]=1[C:15]1[CH:20]=[CH:19][CH:18]=[CH:17][CH:16]=1)=[CH:12][CH:11]=[C:10]([O:21][CH3:22])[CH:9]=2)=[O:5])[CH3:2], predict the reactants needed to synthesize it. The reactants are: [CH2:1]([O:3][C:4]([C:6]1[C:7](=O)[C:8]2[C:13]([C:14]=1[C:15]1[CH:20]=[CH:19][CH:18]=[CH:17][CH:16]=1)=[CH:12][CH:11]=[C:10]([O:21][CH3:22])[CH:9]=2)=[O:5])[CH3:2].[CH:24]([Mg]Cl)([CH3:26])[CH3:25].C1C[O:32]CC1. (3) Given the product [ClH:36].[F:37][C:26]1[CH:27]=[C:28]([C:31]2[S:32][C:33]([Cl:36])=[CH:34][CH:35]=2)[CH:29]=[CH:30][C:25]=1[S:22]([NH:21][C:16]1[C:17]([O:19][CH3:20])=[CH:18][C:11]2[CH2:10][CH2:9][NH:8][CH2:14][CH2:13][C:12]=2[CH:15]=1)(=[O:24])=[O:23], predict the reactants needed to synthesize it. The reactants are: C(OC([N:8]1[CH2:14][CH2:13][C:12]2[CH:15]=[C:16]([NH:21][S:22]([C:25]3[CH:30]=[CH:29][C:28]([C:31]4[S:32][C:33]([Cl:36])=[CH:34][CH:35]=4)=[CH:27][C:26]=3[F:37])(=[O:24])=[O:23])[C:17]([O:19][CH3:20])=[CH:18][C:11]=2[CH2:10][CH2:9]1)=O)(C)(C)C.Cl. (4) Given the product [C:1]([O:5][C:6](=[O:27])[NH:7][CH2:8][C@@H:9]1[O:13][C:12](=[O:14])[N:11]([C:15]2[CH:16]=[CH:17][C:18]3[C:24](=[O:25])[C:23](=[CH:33][N:34]([CH3:36])[CH3:35])[CH2:22][CH2:21][CH2:20][C:19]=3[CH:26]=2)[CH2:10]1)([CH3:4])([CH3:2])[CH3:3], predict the reactants needed to synthesize it. The reactants are: [C:1]([O:5][C:6](=[O:27])[NH:7][CH2:8][C@@H:9]1[O:13][C:12](=[O:14])[N:11]([C:15]2[CH:16]=[CH:17][C:18]3[C:24](=[O:25])[CH2:23][CH2:22][CH2:21][CH2:20][C:19]=3[CH:26]=2)[CH2:10]1)([CH3:4])([CH3:3])[CH3:2].CC(O[CH:33](N(C)C)[N:34]([CH3:36])[CH3:35])(C)C. (5) Given the product [CH:1]1([C:6]([C:8]2[CH:13]=[C:12]([CH3:14])[CH:11]=[CH:10][C:9]=2[NH:15][C:16]([NH:17][C:18]2[S:19][CH:20]=[C:21]([CH2:23][CH2:24][S:36][C:32]3[NH:31][CH:35]=[CH:34][N:33]=3)[N:22]=2)=[O:30])=[O:7])[CH2:2][CH2:3][CH2:4][CH2:5]1, predict the reactants needed to synthesize it. The reactants are: [CH:1]1([C:6]([C:8]2[CH:13]=[C:12]([CH3:14])[CH:11]=[CH:10][C:9]=2[NH:15][C:16](=[O:30])[NH:17][C:18]2[S:19][CH:20]=[C:21]([CH2:23][CH2:24]OS(C)(=O)=O)[N:22]=2)=[O:7])[CH2:5][CH2:4][CH2:3][CH2:2]1.[NH:31]1[CH:35]=[CH:34][N:33]=[C:32]1[SH:36]. (6) Given the product [Si:5]([O:9][C:10]1[CH:11]=[CH:12][C:13]2[C:17](=[O:18])[CH2:16][O:15][C:14]=2[CH:19]=1)([C:1]([CH3:4])([CH3:3])[CH3:2])([CH3:8])[CH3:7], predict the reactants needed to synthesize it. The reactants are: [C:1]([Si:5]([CH3:8])([CH3:7])Cl)([CH3:4])([CH3:3])[CH3:2].[OH:9][C:10]1[CH:11]=[CH:12][C:13]2[C:17](=[O:18])[CH2:16][O:15][C:14]=2[CH:19]=1.N1C=CN=C1.CCCCCC.